From a dataset of Reaction yield outcomes from USPTO patents with 853,638 reactions. Predict the reaction yield, written as a fraction of the theoretical maximum amount of product (1.0 means a 100% yield; for example, 0.34 means a 34% yield). (1) The reactants are C([O-])([O-])=O.[Cs+].[Cs+].[F:7][C:8]([F:12])([F:11])[CH2:9][OH:10].[NH2:13][C:14]1[N:19]=[C:18]([C:20]2[CH:25]=[CH:24][C:23]([CH2:26][C@H:27]([NH:31][C:32]([O:34][C:35]([CH3:38])([CH3:37])[CH3:36])=[O:33])[C:28]([OH:30])=[O:29])=[CH:22][CH:21]=2)[CH:17]=[C:16](Cl)[N:15]=1.O.O1[CH2:46][CH2:45][O:44][CH2:43]C1. The catalyst is C(OCC)(=O)C. The product is [NH2:13][C:14]1[N:19]=[C:18]([C:20]2[CH:25]=[CH:24][C:23]([CH2:26][C@H:27]([NH:31][C:32]([O:34][C:35]([CH3:38])([CH3:37])[CH3:36])=[O:33])[C:28]([OH:30])=[O:29])=[CH:22][CH:21]=2)[CH:17]=[C:16]([O:10][CH:9]([C:23]2[CH:24]=[CH:25][C:20]([C:18]3[CH:17]=[CH:16][CH:46]=[C:45]([O:44][CH3:43])[N:19]=3)=[CH:21][CH:22]=2)[C:8]([F:12])([F:11])[F:7])[N:15]=1. The yield is 0.880. (2) The reactants are [CH3:1][C:2]1[C:9]([CH3:10])=[C:8](OS(C(F)(F)F)(=O)=O)[CH:7]=[CH:6][C:3]=1[CH:4]=[O:5].CCN(C(C)C)C(C)C.[CH:28]#[C:29][CH2:30][CH2:31][CH3:32].O. The catalyst is CN(C=O)C.Cl[Pd](Cl)([P](C1C=CC=CC=1)(C1C=CC=CC=1)C1C=CC=CC=1)[P](C1C=CC=CC=1)(C1C=CC=CC=1)C1C=CC=CC=1.[Cu](I)I. The product is [CH3:1][C:2]1[C:9]([CH3:10])=[C:8]([C:28]#[C:29][CH2:30][CH2:31][CH3:32])[CH:7]=[CH:6][C:3]=1[CH:4]=[O:5]. The yield is 0.940.